This data is from Forward reaction prediction with 1.9M reactions from USPTO patents (1976-2016). The task is: Predict the product of the given reaction. (1) Given the reactants [F:1][C:2]1[C:7]([F:8])=[CH:6][CH:5]=[CH:4][C:3]=1[C:9](=O)[CH3:10].FC1C=CC(C2C=[CH:26][C:22]([C:23]([OH:25])=[O:24])=[CH:21][N:20]=2)=CC=1, predict the reaction product. The product is: [F:1][C:2]1[C:7]([F:8])=[CH:6][CH:5]=[CH:4][C:3]=1[C:9]1[CH:10]=[CH:26][C:22]([C:23]([OH:25])=[O:24])=[CH:21][N:20]=1. (2) Given the reactants Cl.[NH:2]1[C:6]2[CH:7]=[CH:8][CH:9]=[CH:10][C:5]=2[N:4]=[C:3]1[C@H:11]([NH2:21])[CH2:12][C:13]1[CH:18]=[CH:17][C:16]([O:19][CH3:20])=[CH:15][CH:14]=1.Cl.[CH3:23][O:24][CH2:25][CH:26]([NH2:34])[CH2:27][C:28]1[CH:33]=[CH:32][CH:31]=[CH:30][CH:29]=1.[C:35](O)(C(F)(F)F)=[O:36], predict the reaction product. The product is: [NH:2]1[C:6]2[CH:7]=[CH:8][CH:9]=[CH:10][C:5]=2[N:4]=[C:3]1[C@H:11]([NH:21][C:35]([NH:34][CH:26]([CH2:27][C:28]1[CH:33]=[CH:32][CH:31]=[CH:30][CH:29]=1)[CH2:25][O:24][CH3:23])=[O:36])[CH2:12][C:13]1[CH:18]=[CH:17][C:16]([O:19][CH3:20])=[CH:15][CH:14]=1. (3) The product is: [C:25]1([S:31][C:24]2[C:23]3[C:18](=[CH:19][CH:20]=[CH:21][CH:22]=3)[NH:17][C:16]=2[C:14]([N:11]2[CH2:10][CH2:9][NH:8][CH2:13][CH2:12]2)=[O:15])[CH:30]=[CH:29][CH:28]=[CH:27][CH:26]=1. Given the reactants C(OC([N:8]1[CH2:13][CH2:12][N:11]([C:14]([C:16]2[NH:17][C:18]3[C:23]([CH:24]=2)=[CH:22][CH:21]=[CH:20][CH:19]=3)=[O:15])[CH2:10][CH2:9]1)=O)(C)(C)C.[C:25]1([S:31][S:31][C:25]2[CH:30]=[CH:29][CH:28]=[CH:27][CH:26]=2)[CH:30]=[CH:29][CH:28]=[CH:27][CH:26]=1.FC(F)(F)C(O)=O, predict the reaction product.